Predict the product of the given reaction. From a dataset of Forward reaction prediction with 1.9M reactions from USPTO patents (1976-2016). (1) The product is: [OH:6][C@@H:5]([CH2:4][OH:3])[CH2:7][O:8][C:9]1[CH:14]=[CH:13][N:12]=[C:11]([NH:15][C:16]([N:18]2[C@@H:24]3[CH2:25][N:21]([CH2:22][CH2:23]3)[C:20]3[CH:26]=[CH:27][C:28]([C:30]4[CH:35]=[CH:34][CH:33]=[C:32]([C:36]([F:37])([F:39])[F:38])[CH:31]=4)=[N:29][C:19]2=3)=[O:17])[CH:10]=1. Given the reactants CC1(C)[O:6][C@H:5]([CH2:7][O:8][C:9]2[CH:14]=[CH:13][N:12]=[C:11]([NH:15][C:16]([N:18]3[C@@H:24]4[CH2:25][N:21]([CH2:22][CH2:23]4)[C:20]4[CH:26]=[CH:27][C:28]([C:30]5[CH:35]=[CH:34][CH:33]=[C:32]([C:36]([F:39])([F:38])[F:37])[CH:31]=5)=[N:29][C:19]3=4)=[O:17])[CH:10]=2)[CH2:4][O:3]1.Cl.O1CCOCC1, predict the reaction product. (2) Given the reactants [Cl:1][C:2]1[CH:3]=[C:4]2[C:8](=[CH:9][CH:10]=1)[N:7]([CH:11]([CH2:15][CH:16]1[CH2:20][CH2:19][CH2:18][CH2:17]1)[C:12]([OH:14])=O)[C:6](=[O:21])[C:5]2=[O:22].C1(CC(N2C3C(=CC(OC(F)(F)F)=CC=3)CC2=O)C([NH:32][C:33]2SC=C[N:37]=2)=O)CCCC1.C([N:56]([CH:59]([CH3:61])C)[CH2:57][CH3:58])(C)C.F[P-](F)(F)(F)(F)F.N1(O[P+](N(C)C)(N(C)C)N(C)C)C2C=CC=C[C:72]=2N=N1.[C:89]([O:92][CH2:93]C)(=[O:91])[CH3:90], predict the reaction product. The product is: [Cl:1][C:2]1[CH:3]=[C:4]2[C:8](=[CH:9][CH:10]=1)[N:7]([CH:11]([CH2:15][CH:16]1[CH2:17][CH2:18][CH2:19][CH2:20]1)[C:12]([NH:37][C:33]1[CH:61]=[CH:59][N:56]([CH2:57][C@@H:58]3[CH2:93][O:92][C:89]([CH3:72])([CH3:90])[O:91]3)[N:32]=1)=[O:14])[C:6](=[O:21])[C:5]2=[O:22]. (3) The product is: [CH3:21][CH:22]1[CH2:27][CH2:26][N:25]([C:2]2[N:7]3[CH:8]=[CH:9][N:10]=[C:6]3[N:5]=[C:4]([Cl:11])[C:3]=2[C:12]2[C:17]([F:18])=[CH:16][C:15]([F:19])=[CH:14][C:13]=2[F:20])[CH2:24][CH2:23]1. Given the reactants Cl[C:2]1[N:7]2[CH:8]=[CH:9][N:10]=[C:6]2[N:5]=[C:4]([Cl:11])[C:3]=1[C:12]1[C:17]([F:18])=[CH:16][C:15]([F:19])=[CH:14][C:13]=1[F:20].[CH3:21][CH:22]1[CH2:27][CH2:26][NH:25][CH2:24][CH2:23]1.[Cl-].[NH4+], predict the reaction product. (4) Given the reactants [OH:1][C:2]1[C:3]2[CH:10]=[C:9]([C:11]([O:13]C)=[O:12])[NH:8][C:4]=2[N:5]=[N:6][CH:7]=1.[OH-].[K+].Cl, predict the reaction product. The product is: [OH:1][C:2]1[C:3]2[CH:10]=[C:9]([C:11]([OH:13])=[O:12])[NH:8][C:4]=2[N:5]=[N:6][CH:7]=1. (5) Given the reactants [CH3:1][C:2]1([C:8]2[CH:13]=[CH:12][C:11]([CH3:14])=[CH:10][CH:9]=2)[C:5](=[O:6])[CH2:4][C:3]1=[O:7].[CH:15](=O)[C:16]1[CH:21]=[CH:20][CH:19]=[CH:18][CH:17]=1.[CH3:23][N:24]([CH2:27][C:28]1[C:36]2[C:31](=[CH:32][C:33]([CH3:37])=[CH:34][CH:35]=2)[NH:30][CH:29]=1)[CH:25]=[O:26], predict the reaction product. The product is: [OH:7][C:3]1[C:2]([CH3:1])([C:8]2[CH:13]=[CH:12][C:11]([CH3:14])=[CH:10][CH:9]=2)[C:5](=[O:6])[C:4]=1[CH:15]([C:16]1[CH:21]=[CH:20][CH:19]=[CH:18][CH:17]=1)[C:29]1[NH:30][C:31]2[C:36]([C:28]=1[CH2:27][N:24]([CH3:23])[CH:25]=[O:26])=[CH:35][CH:34]=[C:33]([CH3:37])[CH:32]=2.